From a dataset of CYP2C9 inhibition data for predicting drug metabolism from PubChem BioAssay. Regression/Classification. Given a drug SMILES string, predict its absorption, distribution, metabolism, or excretion properties. Task type varies by dataset: regression for continuous measurements (e.g., permeability, clearance, half-life) or binary classification for categorical outcomes (e.g., BBB penetration, CYP inhibition). Dataset: cyp2c9_veith. The drug is O=C(Cc1cccs1)N/N=C/C(Br)=C/c1ccccc1. The result is 1 (inhibitor).